This data is from Full USPTO retrosynthesis dataset with 1.9M reactions from patents (1976-2016). The task is: Predict the reactants needed to synthesize the given product. Given the product [CH3:21][O:22][C:23]1[CH:24]=[CH:25][C:26]([CH2:29][C@H:30]([N:31]([CH2:20][C@@H:18]([C:6]2[CH:7]=[CH:8][C:9]([O:10][CH2:11][C:12]3[CH:17]=[CH:16][CH:15]=[CH:14][CH:13]=3)=[C:4]([N+:1]([O-:3])=[O:2])[CH:5]=2)[OH:19])[CH2:32][C:33]2[CH:38]=[CH:37][CH:36]=[CH:35][CH:34]=2)[CH3:39])=[CH:27][CH:28]=1, predict the reactants needed to synthesize it. The reactants are: [N+:1]([C:4]1[CH:5]=[C:6]([C@@H:18]2[CH2:20][O:19]2)[CH:7]=[CH:8][C:9]=1[O:10][CH2:11][C:12]1[CH:17]=[CH:16][CH:15]=[CH:14][CH:13]=1)([O-:3])=[O:2].[CH3:21][O:22][C:23]1[CH:28]=[CH:27][C:26]([CH2:29][C@@H:30]([CH3:39])[NH:31][CH2:32][C:33]2[CH:38]=[CH:37][CH:36]=[CH:35][CH:34]=2)=[CH:25][CH:24]=1.